Dataset: Full USPTO retrosynthesis dataset with 1.9M reactions from patents (1976-2016). Task: Predict the reactants needed to synthesize the given product. (1) Given the product [F:8][C:4]1[CH:5]=[CH:6][CH:7]=[C:2]([F:1])[C:3]=1[CH2:9][N:10]1[CH:14]=[CH:13][C:12]([N:15]=[C:16]=[S:17])=[N:11]1, predict the reactants needed to synthesize it. The reactants are: [F:1][C:2]1[CH:7]=[CH:6][CH:5]=[C:4]([F:8])[C:3]=1[CH2:9][N:10]1[CH:14]=[CH:13][C:12]([NH2:15])=[N:11]1.[C:16](Cl)(Cl)=[S:17]. (2) Given the product [Cl:32][C:29]1[CH:30]=[CH:31][C:26]([S:25][C:10]2[C:11]3[C:12]([S:21]([CH3:24])(=[O:23])=[O:22])=[CH:13][C:14]([O:17][CH:18]([CH3:20])[CH3:19])=[CH:15][C:16]=3[N:8]3[CH2:7][CH2:6][CH:5]([CH2:4][C:3]([OH:33])=[O:2])[C:9]=23)=[CH:27][CH:28]=1, predict the reactants needed to synthesize it. The reactants are: C[O:2][C:3](=[O:33])[CH2:4][CH:5]1[C:9]2=[C:10]([S:25][C:26]3[CH:31]=[CH:30][C:29]([Cl:32])=[CH:28][CH:27]=3)[C:11]3[C:12]([S:21]([CH3:24])(=[O:23])=[O:22])=[CH:13][C:14]([O:17][CH:18]([CH3:20])[CH3:19])=[CH:15][C:16]=3[N:8]2[CH2:7][CH2:6]1.[Li+].[OH-].CC(O)=O.